From a dataset of Full USPTO retrosynthesis dataset with 1.9M reactions from patents (1976-2016). Predict the reactants needed to synthesize the given product. (1) Given the product [CH2:1]([O:3][C:4]1[CH:5]=[C:6]([C:10](=[O:12])[CH2:11][CH2:14][C:15]([O:17][CH2:18][CH3:19])=[O:16])[CH:7]=[CH:8][CH:9]=1)[CH3:2], predict the reactants needed to synthesize it. The reactants are: [CH2:1]([O:3][C:4]1[CH:5]=[C:6]([C:10](=[O:12])[CH3:11])[CH:7]=[CH:8][CH:9]=1)[CH3:2].Br[CH2:14][C:15]([O:17][CH2:18][CH3:19])=[O:16].[Cl-].[NH4+]. (2) Given the product [Cl:48][CH2:1][Cl:49].[CH3:20][OH:21].[NH3:13].[CH:50]1([N:56]2[CH2:57][CH2:58][CH:59]([N:62]3[C:3](=[O:14])[C:4]4[C:5]([C:12]#[N:13])=[CH:6][C:7]([F:11])=[CH:8][C:9]=4[CH2:10]3)[CH2:60][CH2:61]2)[CH2:55][CH2:54][CH2:53][CH2:52][CH2:51]1, predict the reactants needed to synthesize it. The reactants are: [CH3:1]O[C:3](=[O:14])[C:4]1[C:9]([CH3:10])=[CH:8][C:7]([F:11])=[CH:6][C:5]=1[C:12]#[N:13].BrN1[C:20](=[O:21])CCC1=O.C(OOC(=O)C1C=CC=CC=1)(=O)C1C=CC=CC=1.C(=O)([O-])[O-].[K+].[K+].O.[ClH:48].[ClH:49].[CH:50]1([N:56]2[CH2:61][CH2:60][CH:59]([NH2:62])[CH2:58][CH2:57]2)[CH2:55][CH2:54][CH2:53][CH2:52][CH2:51]1. (3) Given the product [C:1]([O:5][C:6]([N:8]([CH2:30][CH2:31][CH2:32][F:33])[C@H:9]1[CH2:13][CH2:12][N:11]([C:14]([O:16][CH2:17][C:18]2[CH:23]=[CH:22][CH:21]=[CH:20][CH:19]=2)=[O:15])[CH2:10]1)=[O:7])([CH3:4])([CH3:2])[CH3:3], predict the reactants needed to synthesize it. The reactants are: [C:1]([O:5][C:6]([NH:8][C@H:9]1[CH2:13][CH2:12][N:11]([C:14]([O:16][CH2:17][C:18]2[CH:23]=[CH:22][CH:21]=[CH:20][CH:19]=2)=[O:15])[CH2:10]1)=[O:7])([CH3:4])([CH3:3])[CH3:2].FC(F)(F)S(O[CH2:30][CH2:31][CH2:32][F:33])(=O)=O.[H-].[Na+]. (4) Given the product [Cl:25][C:26]1[CH:31]=[CH:30][C:29]([C:2]2[N:3]=[C:4]([N:19]3[CH2:20][CH2:21][O:22][CH2:23][CH2:24]3)[C:5]3[S:10][C:9]([CH2:11][N:12]4[CH2:17][CH2:16][N:15]([CH3:18])[CH2:14][CH2:13]4)=[CH:8][C:6]=3[N:7]=2)=[CH:28][C:27]=1[O:41][CH2:42][C:43]1[CH:44]=[CH:45][C:46]([O:49][CH3:50])=[CH:47][CH:48]=1, predict the reactants needed to synthesize it. The reactants are: Cl[C:2]1[N:3]=[C:4]([N:19]2[CH2:24][CH2:23][O:22][CH2:21][CH2:20]2)[C:5]2[S:10][C:9]([CH2:11][N:12]3[CH2:17][CH2:16][N:15]([CH3:18])[CH2:14][CH2:13]3)=[CH:8][C:6]=2[N:7]=1.[Cl:25][C:26]1[CH:31]=[CH:30][C:29](B2OC(C)(C)C(C)(C)O2)=[CH:28][C:27]=1[O:41][CH2:42][C:43]1[CH:48]=[CH:47][C:46]([O:49][CH3:50])=[CH:45][CH:44]=1. (5) Given the product [C:1]1([C:7]2[CH:12]=[CH:11][C:10]([C:13]3[CH:14]=[C:15]([C:19]4[C:20]5[C:25]([C:26]([C:45]6[CH:46]=[CH:47][C:42]([CH:41]=[C:40]([C:52]7[CH:57]=[CH:56][CH:55]=[CH:54][CH:53]=7)[C:34]7[CH:35]=[CH:36][CH:37]=[CH:38][CH:39]=7)=[CH:43][CH:44]=6)=[C:27]6[C:32]=4[CH:31]=[CH:30][CH:29]=[CH:28]6)=[CH:24][CH:23]=[CH:22][CH:21]=5)[CH:16]=[CH:17][CH:18]=3)=[CH:9][CH:8]=2)[CH:6]=[CH:5][CH:4]=[CH:3][CH:2]=1, predict the reactants needed to synthesize it. The reactants are: [C:1]1([C:7]2[CH:12]=[CH:11][C:10]([C:13]3[CH:14]=[C:15]([C:19]4[C:20]5[C:25]([C:26](Br)=[C:27]6[C:32]=4[CH:31]=[CH:30][CH:29]=[CH:28]6)=[CH:24][CH:23]=[CH:22][CH:21]=5)[CH:16]=[CH:17][CH:18]=3)=[CH:9][CH:8]=2)[CH:6]=[CH:5][CH:4]=[CH:3][CH:2]=1.[C:34]1([C:40]([C:52]2[CH:57]=[CH:56][CH:55]=[CH:54][CH:53]=2)=[CH:41][C:42]2[CH:47]=[CH:46][C:45](OB(O)O)=[CH:44][CH:43]=2)[CH:39]=[CH:38][CH:37]=[CH:36][CH:35]=1.C(=O)([O-])[O-].[Na+].[Na+]. (6) Given the product [CH3:28][O:29][CH2:30][O:13][C:12]1[C:5]([C:1]([CH3:4])([CH3:3])[CH3:2])=[CH:6][C:7]([CH:8]=[O:9])=[CH:10][C:11]=1[C:14]([CH3:17])([CH3:16])[CH3:15], predict the reactants needed to synthesize it. The reactants are: [C:1]([C:5]1[CH:6]=[C:7]([CH:10]=[C:11]([C:14]([CH3:17])([CH3:16])[CH3:15])[C:12]=1[OH:13])[CH:8]=[O:9])([CH3:4])([CH3:3])[CH3:2].C(N(CC)C(C)C)(C)C.Cl[CH2:28][O:29][CH2:30]OCOCCl.OC1C=CC=CC=1C=O. (7) Given the product [CH2:34]([C@@H:19]1[CH2:18][CH2:17][C:16]2[C:21](=[CH:22][CH:23]=[C:14]([I:13])[CH:15]=2)[C:20]1=[O:41])[CH2:35][CH2:36][CH2:37][CH2:38][CH3:39], predict the reactants needed to synthesize it. The reactants are: C(NC(C)C)(C)C.C([Li])CCC.[I:13][C:14]1[CH:15]=[C:16]2[C:21](=[CH:22][CH:23]=1)[C:20](=NN1CCC[C@H]1COC)[CH2:19][CH2:18][CH2:17]2.I[CH2:34][CH2:35][CH2:36][CH2:37][CH2:38][CH3:39].N.[O:41]1CCCC1. (8) Given the product [C:22]1([N:32]2[C:5]([C:7]3[CH:17]=[CH:16][C:10]4[O:11][CH2:12][C:13](=[O:15])[NH:14][C:9]=4[CH:8]=3)=[CH:4][C:3]([C:2]([F:20])([F:19])[F:1])=[N:33]2)[C:31]2[C:26](=[CH:27][CH:28]=[CH:29][CH:30]=2)[CH:25]=[CH:24][CH:23]=1, predict the reactants needed to synthesize it. The reactants are: [F:1][C:2]([F:20])([F:19])[C:3](O)=[CH:4][C:5]([C:7]1[CH:17]=[CH:16][C:10]2[O:11][CH2:12][C:13](=[O:15])[NH:14][C:9]=2[CH:8]=1)=O.Cl.[C:22]1([NH:32][NH2:33])[C:31]2[C:26](=[CH:27][CH:28]=[CH:29][CH:30]=2)[CH:25]=[CH:24][CH:23]=1. (9) The reactants are: Cl[C:2]1[C:3]2[CH:10]([CH3:11])[O:9][CH2:8][C:4]=2[N:5]=[CH:6][N:7]=1.[C:12]([N:19]1[CH2:24][CH2:23][NH:22][CH2:21][CH2:20]1)([O:14][C:15]([CH3:18])([CH3:17])[CH3:16])=[O:13].CN1C(=O)CCC1. Given the product [CH3:11][CH:10]1[C:3]2[C:2]([N:22]3[CH2:21][CH2:20][N:19]([C:12]([O:14][C:15]([CH3:18])([CH3:17])[CH3:16])=[O:13])[CH2:24][CH2:23]3)=[N:7][CH:6]=[N:5][C:4]=2[CH2:8][O:9]1, predict the reactants needed to synthesize it.